Task: Regression. Given a peptide amino acid sequence and an MHC pseudo amino acid sequence, predict their binding affinity value. This is MHC class I binding data.. Dataset: Peptide-MHC class I binding affinity with 185,985 pairs from IEDB/IMGT (1) The peptide sequence is SGFAFVNA. The MHC is H-2-Kb with pseudo-sequence H-2-Kb. The binding affinity (normalized) is 0.716. (2) The peptide sequence is TYGIIVPVL. The MHC is HLA-A23:01 with pseudo-sequence HLA-A23:01. The binding affinity (normalized) is 0.657.